Regression. Given two drug SMILES strings and cell line genomic features, predict the synergy score measuring deviation from expected non-interaction effect. From a dataset of NCI-60 drug combinations with 297,098 pairs across 59 cell lines. (1) Drug 1: C1CCC(CC1)NC(=O)N(CCCl)N=O. Drug 2: COC1=C2C(=CC3=C1OC=C3)C=CC(=O)O2. Cell line: KM12. Synergy scores: CSS=21.6, Synergy_ZIP=5.95, Synergy_Bliss=20.0, Synergy_Loewe=5.66, Synergy_HSA=6.77. (2) Cell line: EKVX. Drug 1: CCC1(CC2CC(C3=C(CCN(C2)C1)C4=CC=CC=C4N3)(C5=C(C=C6C(=C5)C78CCN9C7C(C=CC9)(C(C(C8N6C=O)(C(=O)OC)O)OC(=O)C)CC)OC)C(=O)OC)O.OS(=O)(=O)O. Synergy scores: CSS=21.7, Synergy_ZIP=-8.28, Synergy_Bliss=-8.33, Synergy_Loewe=-5.90, Synergy_HSA=-3.76. Drug 2: CC1CCCC2(C(O2)CC(NC(=O)CC(C(C(=O)C(C1O)C)(C)C)O)C(=CC3=CSC(=N3)C)C)C. (3) Drug 1: C1CCN(CC1)CCOC2=CC=C(C=C2)C(=O)C3=C(SC4=C3C=CC(=C4)O)C5=CC=C(C=C5)O. Drug 2: CC1=C(C(CCC1)(C)C)C=CC(=CC=CC(=CC(=O)O)C)C. Synergy scores: CSS=11.5, Synergy_ZIP=-0.520, Synergy_Bliss=5.96, Synergy_Loewe=4.16, Synergy_HSA=1.64. Cell line: CCRF-CEM. (4) Drug 1: C1CN1P(=S)(N2CC2)N3CC3. Drug 2: CN1C2=C(C=C(C=C2)N(CCCl)CCCl)N=C1CCCC(=O)O.Cl. Cell line: SR. Synergy scores: CSS=40.3, Synergy_ZIP=-4.33, Synergy_Bliss=-8.56, Synergy_Loewe=-36.6, Synergy_HSA=-7.68. (5) Drug 1: C1C(C(OC1N2C=C(C(=O)NC2=O)F)CO)O. Drug 2: C1=NC2=C(N=C(N=C2N1C3C(C(C(O3)CO)O)O)F)N. Cell line: NCI-H522. Synergy scores: CSS=20.4, Synergy_ZIP=-8.52, Synergy_Bliss=-0.0226, Synergy_Loewe=-3.30, Synergy_HSA=1.29. (6) Drug 1: CN(C)C1=NC(=NC(=N1)N(C)C)N(C)C. Drug 2: C1=NC2=C(N1)C(=S)N=C(N2)N. Cell line: A549. Synergy scores: CSS=46.3, Synergy_ZIP=-2.93, Synergy_Bliss=-0.439, Synergy_Loewe=-42.6, Synergy_HSA=-1.92.